This data is from Catalyst prediction with 721,799 reactions and 888 catalyst types from USPTO. The task is: Predict which catalyst facilitates the given reaction. (1) Product: [F:18][CH:17]([F:19])[C:9]1[N:8]([C:6]2[N:5]=[C:4]([N:20]3[CH2:25][CH2:24][O:23][CH2:22][CH2:21]3)[N:3]=[C:2]([N:26]3[CH2:31][CH2:30][NH:29][CH2:28][CH2:27]3)[N:7]=2)[C:12]2[CH:13]=[CH:14][CH:15]=[CH:16][C:11]=2[N:10]=1. The catalyst class is: 6. Reactant: Cl[C:2]1[N:7]=[C:6]([N:8]2[C:12]3[CH:13]=[CH:14][CH:15]=[CH:16][C:11]=3[N:10]=[C:9]2[CH:17]([F:19])[F:18])[N:5]=[C:4]([N:20]2[CH2:25][CH2:24][O:23][CH2:22][CH2:21]2)[N:3]=1.[NH:26]1[CH2:31][CH2:30][NH:29][CH2:28][CH2:27]1.CC(C)=O. (2) Reactant: [CH3:1][S:2]([C:5]1[CH:10]=[CH:9][C:8]([C:11]2[CH2:16][CH2:15][CH:14]([O:17][CH2:18][CH:19]3[CH2:24][CH2:23][N:22](C(OC(C)(C)C)=O)[CH2:21][CH2:20]3)[CH2:13][CH:12]=2)=[CH:7][CH:6]=1)(=[O:4])=[O:3].O1CCOCC1.[ClH:38]. Product: [ClH:38].[CH3:1][S:2]([C:5]1[CH:10]=[CH:9][C:8]([C:11]2[CH2:16][CH2:15][CH:14]([O:17][CH2:18][CH:19]3[CH2:20][CH2:21][NH:22][CH2:23][CH2:24]3)[CH2:13][CH:12]=2)=[CH:7][CH:6]=1)(=[O:4])=[O:3]. The catalyst class is: 28. (3) Product: [N:28]1[CH:29]=[CH:30][CH:31]=[N:32][C:27]=1[C:24]1[CH:25]=[CH:26][C:21]([C:18]2[CH2:19][CH2:20][NH:15][CH2:16][CH:17]=2)=[N:22][CH:23]=1. The catalyst class is: 2. Reactant: Cl.O1CCOCC1.C(OC([N:15]1[CH2:20][CH:19]=[C:18]([C:21]2[CH:26]=[CH:25][C:24]([C:27]3[N:32]=[CH:31][CH:30]=[CH:29][N:28]=3)=[CH:23][N:22]=2)[CH2:17][CH2:16]1)=O)(C)(C)C.O.[OH-].[Na+].